This data is from Reaction yield outcomes from USPTO patents with 853,638 reactions. The task is: Predict the reaction yield, written as a fraction of the theoretical maximum amount of product (1.0 means a 100% yield; for example, 0.34 means a 34% yield). (1) The reactants are COC1C=C(OC)C=CC=1C[N:6]([C:29]1[CH:34]=[CH:33][N:32]=[CH:31][N:30]=1)[S:7]([C:10]1[CH:15]=[CH:14][C:13]([O:16][C@H:17]2[CH2:21][CH2:20][CH2:19][C@@H:18]2[C:22]2[N:26]([CH3:27])[N:25]=[CH:24][CH:23]=2)=[CH:12][C:11]=1[F:28])(=[O:9])=[O:8].C([SiH](CC)CC)C.FC(F)(F)C(O)=O. The catalyst is ClCCl. The product is [F:28][C:11]1[CH:12]=[C:13]([O:16][C@H:17]2[CH2:21][CH2:20][CH2:19][C@@H:18]2[C:22]2[N:26]([CH3:27])[N:25]=[CH:24][CH:23]=2)[CH:14]=[CH:15][C:10]=1[S:7]([NH:6][C:29]1[CH:34]=[CH:33][N:32]=[CH:31][N:30]=1)(=[O:8])=[O:9]. The yield is 0.220. (2) The reactants are [CH3:1][S:2][C:3]1[N:4]=[C:5]([C:18]([F:21])([F:20])[F:19])[C:6]2[C:11]([C:12]3[CH:17]=[CH:16][CH:15]=[CH:14][CH:13]=3)=[CH:10][O:9][C:7]=2[N:8]=1.[Br:22]Br.C(=O)([O-])O.[Na+].S([O-])([O-])(=O)=S.[Na+].[Na+]. The catalyst is CN(C=O)C. The product is [Br:22][C:10]1[O:9][C:7]2[N:8]=[C:3]([S:2][CH3:1])[N:4]=[C:5]([C:18]([F:21])([F:19])[F:20])[C:6]=2[C:11]=1[C:12]1[CH:17]=[CH:16][CH:15]=[CH:14][CH:13]=1. The yield is 0.930. (3) The catalyst is CO.[Cl-].[Zn+2].[Cl-]. The yield is 0.340. The reactants are [F:1][C:2]1[CH:31]=[C:30]([F:32])[CH:29]=[CH:28][C:3]=1[O:4][C:5]1[CH:10]=[CH:9][C:8]([S:11]([CH3:14])(=[O:13])=[O:12])=[CH:7][C:6]=1[C:15]1[C:16]2[CH:25]=[C:24]([CH:26]=O)[NH:23][C:17]=2[C:18](=[O:22])[N:19]([CH3:21])[CH:20]=1.Cl.[CH3:34][NH:35][CH3:36].C([BH3-])#N.[Na+]. The product is [F:1][C:2]1[CH:31]=[C:30]([F:32])[CH:29]=[CH:28][C:3]=1[O:4][C:5]1[CH:10]=[CH:9][C:8]([S:11]([CH3:14])(=[O:12])=[O:13])=[CH:7][C:6]=1[C:15]1[C:16]2[CH:25]=[C:24]([CH2:26][N:35]([CH3:36])[CH3:34])[NH:23][C:17]=2[C:18](=[O:22])[N:19]([CH3:21])[CH:20]=1. (4) The reactants are [C:1]([C:3]1[CH:8]=[CH:7][CH:6]=[CH:5][C:4]=1[C:9]1[CH:14]=[CH:13][C:12]([CH2:15][C:16]2[C:17](=[O:42])[N:18]([C@H:28]3[CH2:33][CH2:32][C@H:31]([C:34]4[O:38][CH:37]=[N:36][C:35]=4C(O)=O)[CH2:30][CH2:29]3)[C:19]3[N:20]([N:25]=[CH:26][N:27]=3)[C:21]=2[CH2:22][CH2:23][CH3:24])=[CH:11][CH:10]=1)#[N:2].N1C2C(=CC=CC=2)C=CC=1.Cl. The catalyst is [Cu]=O.C(OCC)(=O)C. The product is [O:38]1[C:34]([C@H:31]2[CH2:32][CH2:33][C@H:28]([N:18]3[C:17](=[O:42])[C:16]([CH2:15][C:12]4[CH:13]=[CH:14][C:9]([C:4]5[C:3]([C:1]#[N:2])=[CH:8][CH:7]=[CH:6][CH:5]=5)=[CH:10][CH:11]=4)=[C:21]([CH2:22][CH2:23][CH3:24])[N:20]4[N:25]=[CH:26][N:27]=[C:19]34)[CH2:29][CH2:30]2)=[CH:35][N:36]=[CH:37]1. The yield is 0.750. (5) The yield is 0.825. The reactants are [F:1][C:2]([F:16])([F:15])[C:3]1[CH:4]=[C:5]([CH:8]=[C:9]([C:11]([F:14])([F:13])[F:12])[CH:10]=1)[CH:6]=[O:7].[H][H]. The catalyst is [Ni].C1(C)C=CC=CC=1. The product is [F:1][C:2]([F:15])([F:16])[C:3]1[CH:4]=[C:5]([CH:8]=[C:9]([C:11]([F:14])([F:12])[F:13])[CH:10]=1)[CH2:6][OH:7]. (6) The reactants are Br[CH2:2][CH2:3][O:4][C:5]1[C:6]([C:26]2[CH:36]=[CH:35][C:29]([C:30]([N:32]([CH3:34])[CH3:33])=[O:31])=[CH:28][C:27]=2[CH3:37])=[N:7][C:8]([C:11]2[NH:20][C:19](=[O:21])[C:18]3[C:13](=[CH:14][C:15]([O:24][CH3:25])=[CH:16][C:17]=3[O:22][CH3:23])[N:12]=2)=[CH:9][CH:10]=1.[CH:38]([NH2:41])([CH3:40])[CH3:39].O. The catalyst is CS(C)=O. The product is [CH3:23][O:22][C:17]1[CH:16]=[C:15]([O:24][CH3:25])[CH:14]=[C:13]2[C:18]=1[C:19](=[O:21])[NH:20][C:11]([C:8]1[N:7]=[C:6]([C:26]3[CH:36]=[CH:35][C:29]([C:30]([N:32]([CH3:33])[CH3:34])=[O:31])=[CH:28][C:27]=3[CH3:37])[C:5]([O:4][CH2:3][CH2:2][NH:41][CH:38]([CH3:40])[CH3:39])=[CH:10][CH:9]=1)=[N:12]2. The yield is 0.880.